From a dataset of Forward reaction prediction with 1.9M reactions from USPTO patents (1976-2016). Predict the product of the given reaction. (1) Given the reactants [CH3:1][N:2]1[CH2:6][CH:5]([C:7]([O:9][C:10]([CH3:13])([CH3:12])[CH3:11])=[O:8])[NH:4][C:3]1=[O:14].O=C1N(C(OCC2C=CC=CC=2)=O)[C@H](C(O)=O)CN1.[H-].[Na+].FC(F)(F)S(O[CH2:42][CH:43]([F:45])[F:44])(=O)=O, predict the reaction product. The product is: [F:44][CH:43]([F:45])[CH2:42][N:4]1[CH:5]([C:7]([O:9][C:10]([CH3:11])([CH3:13])[CH3:12])=[O:8])[CH2:6][N:2]([CH3:1])[C:3]1=[O:14]. (2) Given the reactants [NH2:1][C:2]1[C:3]([C:8]([OH:10])=O)=[N:4][CH:5]=[CH:6][CH:7]=1.C(N1C=CN=C1)(N1C=CN=C1)=O.Cl.[CH3:24][O:25][C:26](=[O:32])[CH2:27][C@@H:28]([NH2:31])[CH2:29][CH3:30], predict the reaction product. The product is: [CH3:24][O:25][C:26](=[O:32])[CH2:27][C@@H:28]([NH:31][C:8]([C:3]1[C:2]([NH2:1])=[CH:7][CH:6]=[CH:5][N:4]=1)=[O:10])[CH2:29][CH3:30]. (3) Given the reactants [NH2:1][C:2]1[CH:11]=[CH:10][C:5]([C:6]([O:8][CH3:9])=[O:7])=[C:4]([Cl:12])[C:3]=1I.NC1C(I)=CC(C(OC)=O)=C(Cl)C=1.C1C=CC(P(C2C=CC=CC=2)C2C=CC=CC=2)=CC=1.[CH3:46][Si:47]([C:50]#[CH:51])([CH3:49])[CH3:48], predict the reaction product. The product is: [NH2:1][C:2]1[CH:11]=[CH:10][C:5]([C:6]([O:8][CH3:9])=[O:7])=[C:4]([Cl:12])[C:3]=1[C:51]#[C:50][Si:47]([CH3:49])([CH3:48])[CH3:46]. (4) Given the reactants [Br:1][C:2]1[CH:3]=[C:4]([C:8]2([NH:12][C:13]([C:15]3[C:23]4[C:18](=[N:19][CH:20]=[C:21]([C:24]5[C:32]6[C:27](=[CH:28][C:29]([F:33])=[CH:30][CH:31]=6)[N:26]([CH3:34])[N:25]=5)[N:22]=4)[N:17](COCC[Si](C)(C)C)[CH:16]=3)=[O:14])[CH2:11][CH2:10][CH2:9]2)[CH:5]=[CH:6][CH:7]=1.C(O)(C(F)(F)F)=O.CC(=O)OCC.C(N(CC)CC)C, predict the reaction product. The product is: [Br:1][C:2]1[CH:3]=[C:4]([C:8]2([NH:12][C:13]([C:15]3[C:23]4[C:18](=[N:19][CH:20]=[C:21]([C:24]5[C:32]6[C:27](=[CH:28][C:29]([F:33])=[CH:30][CH:31]=6)[N:26]([CH3:34])[N:25]=5)[N:22]=4)[NH:17][CH:16]=3)=[O:14])[CH2:9][CH2:10][CH2:11]2)[CH:5]=[CH:6][CH:7]=1. (5) Given the reactants [O:1]=[C:2]([CH2:13][CH2:14][CH2:15][CH2:16][CH2:17][CH2:18][C:19]([O:21][CH3:22])=[O:20])[CH2:3][C:4]([O:6][C@@H:7]([CH3:12])[CH2:8][C:9](=O)[CH3:10])=[O:5].[O-]CC.[Na+].Cl, predict the reaction product. The product is: [CH3:10][C:9]1[CH2:8][C@H:7]([CH3:12])[O:6][C:4](=[O:5])[C:3]=1[C:2](=[O:1])[CH2:13][CH2:14][CH2:15][CH2:16][CH2:17][CH2:18][C:19]([O:21][CH3:22])=[O:20]. (6) Given the reactants [C:1]([OH:4])(=O)[CH3:2].C(OC(=O)C)(=[O:7])C.S(=O)(=O)(O)O.[Cl:17][C:18]1[CH:23]=C(C)[C:21]([Cl:25])=[CH:20][C:19]=1[CH3:26], predict the reaction product. The product is: [Cl:17][C:18]1[CH:23]=[C:2]([CH:1]=[O:4])[C:21]([Cl:25])=[CH:20][C:19]=1[CH:26]=[O:7]. (7) Given the reactants C(N(CC)CC)C.[NH2:8][C:9]1[CH:16]=[CH:15][C:12]([C:13]#[N:14])=[C:11]([C:17]([F:20])([F:19])[F:18])[CH:10]=1.Cl[C:22](Cl)([O:24][C:25](=[O:31])OC(Cl)(Cl)Cl)Cl.[CH3:33][O:34][C:35]1[CH:36]=[C:37]([C@:43]23[CH2:51][CH2:50][C@H:49]([NH2:52])[CH2:48][C@H:47]2[N:46]([CH3:53])[CH2:45][CH2:44]3)[CH:38]=[CH:39][C:40]=1[O:41][CH3:42], predict the reaction product. The product is: [F:18][C:17]([F:20])([F:19])[C:25]([OH:24])=[O:31].[C:13]([C:12]1[CH:15]=[CH:16][C:9]([NH:8][C:22]([NH:52][C@@H:49]2[CH2:48][C@@H:47]3[C@@:43]([C:37]4[CH:38]=[CH:39][C:40]([O:41][CH3:42])=[C:35]([O:34][CH3:33])[CH:36]=4)([CH2:44][CH2:45][N:46]3[CH3:53])[CH2:51][CH2:50]2)=[O:24])=[CH:10][C:11]=1[C:17]([F:18])([F:19])[F:20])#[N:14]. (8) Given the reactants Br[C:2]1[C:3]([C:8]2[C:17]3[C:12](=[CH:13][CH:14]=[CH:15][CH:16]=3)[C:11]([C:18]#[N:19])=[CH:10][CH:9]=2)=[N:4][CH:5]=[N:6][CH:7]=1.[C:20]([O:24][CH3:25])(=[O:23])[CH2:21][SH:22].C(=O)([O-])[O-].[K+].[K+], predict the reaction product. The product is: [C:18]([C:11]1[C:12]2[C:17](=[CH:16][CH:15]=[CH:14][CH:13]=2)[C:8]([C:3]2[C:2]([S:22][CH2:21][C:20]([O:24][CH3:25])=[O:23])=[CH:7][N:6]=[CH:5][N:4]=2)=[CH:9][CH:10]=1)#[N:19]. (9) Given the reactants [CH3:1][N:2]([CH3:33])[C:3]1([C:26]2[CH:31]=[CH:30][C:29]([F:32])=[CH:28][CH:27]=2)[CH2:8][CH2:7][CH:6]([CH2:9][C:10]([N:12]2[CH2:16][CH2:15][CH:14]([C:17]3[C:25]4[C:20](=[CH:21][CH:22]=[CH:23][CH:24]=4)[NH:19][CH:18]=3)[CH2:13]2)=[O:11])[CH2:5][CH2:4]1.C[Si](C)(C)[Cl:36], predict the reaction product. The product is: [ClH:36].[CH3:33][N:2]([CH3:1])[C:3]1([C:26]2[CH:27]=[CH:28][C:29]([F:32])=[CH:30][CH:31]=2)[CH2:8][CH2:7][CH:6]([CH2:9][C:10]([N:12]2[CH2:16][CH2:15][CH:14]([C:17]3[C:25]4[C:20](=[CH:21][CH:22]=[CH:23][CH:24]=4)[NH:19][CH:18]=3)[CH2:13]2)=[O:11])[CH2:5][CH2:4]1.